Dataset: TCR-epitope binding with 47,182 pairs between 192 epitopes and 23,139 TCRs. Task: Binary Classification. Given a T-cell receptor sequence (or CDR3 region) and an epitope sequence, predict whether binding occurs between them. (1) The epitope is ELAGIGILTV. The TCR CDR3 sequence is CASSNAGRGGMGETQYF. Result: 0 (the TCR does not bind to the epitope). (2) The epitope is SGPLKAEIAQRLED. The TCR CDR3 sequence is CASSPTPSGLWWELFF. Result: 0 (the TCR does not bind to the epitope). (3) The epitope is KRWIIMGLNK. The TCR CDR3 sequence is CASSYFGLAFQETQYF. Result: 0 (the TCR does not bind to the epitope). (4) The epitope is KLFIRQEEV. The TCR CDR3 sequence is CASSLWGISPLHF. Result: 0 (the TCR does not bind to the epitope).